Dataset: Forward reaction prediction with 1.9M reactions from USPTO patents (1976-2016). Task: Predict the product of the given reaction. (1) Given the reactants [O:1]1[C:5]2([CH2:10][CH2:9][CH:8]([C:11]3[CH:12]=[CH:13][C:14](=[O:17])[NH:15][CH:16]=3)[CH2:7][CH2:6]2)[O:4][CH2:3][CH2:2]1.[C:18]([O-])([O-])=O.[Cs+].[Cs+].CI, predict the reaction product. The product is: [O:4]1[C:5]2([CH2:6][CH2:7][CH:8]([C:11]3[CH:12]=[CH:13][C:14](=[O:17])[N:15]([CH3:18])[CH:16]=3)[CH2:9][CH2:10]2)[O:1][CH2:2][CH2:3]1.[O:4]1[C:5]2([CH2:6][CH2:7][CH:8]([C:11]3[CH:12]=[CH:13][C:14]([O:17][CH3:18])=[N:15][CH:16]=3)[CH2:9][CH2:10]2)[O:1][CH2:2][CH2:3]1. (2) Given the reactants [CH:1]1([C:4]2[C:5]([N:14]3[CH2:19][CH2:18][CH:17]([F:20])[CH2:16][CH2:15]3)=[CH:6][C:7]([O:12][CH3:13])=[C:8]([CH2:10][OH:11])[CH:9]=2)[CH2:3][CH2:2]1, predict the reaction product. The product is: [CH:1]1([C:4]2[C:5]([N:14]3[CH2:15][CH2:16][CH:17]([F:20])[CH2:18][CH2:19]3)=[CH:6][C:7]([O:12][CH3:13])=[C:8]([CH:9]=2)[CH:10]=[O:11])[CH2:3][CH2:2]1. (3) Given the reactants [Cl:1][C:2]1[CH:18]=[CH:17][CH:16]=[C:15]([F:19])[C:3]=1[C:4](Cl)=[N:5][C:6]1[C:11]([F:12])=[CH:10][N:9]=[CH:8][C:7]=1F.NC(N)=[S:22].N1C=CC=CC=1.CCN(CC)CC, predict the reaction product. The product is: [Cl:1][C:2]1[CH:18]=[CH:17][CH:16]=[C:15]([F:19])[C:3]=1[C:4]1[S:22][C:7]2[CH:8]=[N:9][CH:10]=[C:11]([F:12])[C:6]=2[N:5]=1. (4) The product is: [CH:26]1([CH2:25][CH:18]([C:15]2[CH:14]=[CH:13][C:12]([O:11][C:10]([F:22])([F:23])[F:9])=[CH:17][CH:16]=2)[C:19]([OH:21])=[O:20])[CH2:30][CH2:29][CH2:28][CH2:27]1. Given the reactants C([N-]C(C)C)(C)C.[Li+].[F:9][C:10]([F:23])([F:22])[O:11][C:12]1[CH:17]=[CH:16][C:15]([CH2:18][C:19]([OH:21])=[O:20])=[CH:14][CH:13]=1.I[CH2:25][CH:26]1[CH2:30][CH2:29][CH2:28][CH2:27]1, predict the reaction product. (5) Given the reactants [CH3:1][C:2]1[C@H:7]2[C:8]([CH3:10])([CH3:9])[C@H:5]([CH2:6]2)[CH2:4][CH:3]=1.C12BC(CCC1)CCC2.C([O-])(C)(C)C.[K+].Br[CH2:27][C:28]([C:30]1[CH:35]=[CH:34][CH:33]=[CH:32][CH:31]=1)=[O:29], predict the reaction product. The product is: [CH3:9][C:8]1([CH3:10])[CH:7]2[CH2:6][CH:5]1[CH2:4][CH2:3][CH:2]2[CH2:1][CH2:27][C:28]([C:30]1[CH:35]=[CH:34][CH:33]=[CH:32][CH:31]=1)=[O:29]. (6) Given the reactants [CH:1]([C:3]1[CH:21]=[CH:20][CH:19]=[CH:18][C:4]=1[O:5][C:6]1[CH:17]=[CH:16][CH:15]=[CH:14][C:7]=1[CH2:8][CH2:9][NH:10][C:11](=[O:13])[CH3:12])=O.[CH3:22][O:23][C:24](=[O:45])[CH:25]=P(C1C=CC=CC=1)(C1C=CC=CC=1)C1C=CC=CC=1, predict the reaction product. The product is: [C:11]([NH:10][CH2:9][CH2:8][C:7]1[CH:14]=[CH:15][CH:16]=[CH:17][C:6]=1[O:5][C:4]1[CH:18]=[CH:19][CH:20]=[CH:21][C:3]=1/[CH:1]=[CH:25]/[C:24]([O:23][CH3:22])=[O:45])(=[O:13])[CH3:12].